From a dataset of NCI-60 drug combinations with 297,098 pairs across 59 cell lines. Regression. Given two drug SMILES strings and cell line genomic features, predict the synergy score measuring deviation from expected non-interaction effect. Drug 1: CS(=O)(=O)C1=CC(=C(C=C1)C(=O)NC2=CC(=C(C=C2)Cl)C3=CC=CC=N3)Cl. Drug 2: C1C(C(OC1N2C=NC3=C(N=C(N=C32)Cl)N)CO)O. Cell line: HS 578T. Synergy scores: CSS=2.84, Synergy_ZIP=3.43, Synergy_Bliss=5.15, Synergy_Loewe=-0.677, Synergy_HSA=-1.88.